This data is from Catalyst prediction with 721,799 reactions and 888 catalyst types from USPTO. The task is: Predict which catalyst facilitates the given reaction. (1) Reactant: [O:1]1[C:5]2[CH:6]=[CH:7][C:8]([CH2:10][CH2:11][OH:12])=[CH:9][C:4]=2[O:3][CH2:2]1.C(N(CC)CC)C.[CH3:20][S:21](Cl)(=[O:23])=[O:22]. Product: [CH3:20][S:21]([O:12][CH2:11][CH2:10][C:8]1[CH:7]=[CH:6][C:5]2[O:1][CH2:2][O:3][C:4]=2[CH:9]=1)(=[O:23])=[O:22]. The catalyst class is: 4. (2) Reactant: [CH2:1]([O:3][C:4]1[CH:13]=[CH:12][C:11]2[C:6](=[CH:7][CH:8]=[CH:9][CH:10]=2)[C:5]=1[C:14]([OH:16])=O)[CH3:2].CCN(C(C)C)C(C)C.Cl.[CH2:27]1[C:39]2[C:38]3[CH:37]=[CH:36][CH:35]=[CH:34][C:33]=3[N:32]([CH2:40][C:41]([O:43][CH2:44][CH3:45])=[O:42])[C:31]=2[CH2:30][CH2:29][NH:28]1. Product: [CH2:1]([O:3][C:4]1[CH:13]=[CH:12][C:11]2[C:6](=[CH:7][CH:8]=[CH:9][CH:10]=2)[C:5]=1[C:14]([N:28]1[CH2:29][CH2:30][C:31]2[N:32]([CH2:40][C:41]([O:43][CH2:44][CH3:45])=[O:42])[C:33]3[CH:34]=[CH:35][CH:36]=[CH:37][C:38]=3[C:39]=2[CH2:27]1)=[O:16])[CH3:2]. The catalyst class is: 118. (3) Reactant: C12(CS(O)(=O)=O)C(C)(C)C(CC1)CC2=O.Cl[C:17]1[N:22]=[C:21]([NH:23][C:24]2[C:35]([F:36])=[CH:34][CH:33]=[CH:32][C:25]=2[C:26]([NH:28][CH2:29][C:30]#[CH:31])=[O:27])[C:20]([Cl:37])=[CH:19][N:18]=1.[NH2:38][C:39]1[CH:54]=[CH:53][C:42]2[N:43]([CH2:51][CH3:52])[CH2:44][C:45]([CH2:49][OH:50])([OH:48])[CH2:46][O:47][C:41]=2[CH:40]=1. The catalyst class is: 32. Product: [Cl:37][C:20]1[C:21]([NH:23][C:24]2[C:35]([F:36])=[CH:34][CH:33]=[CH:32][C:25]=2[C:26]([NH:28][CH2:29][C:30]#[CH:31])=[O:27])=[N:22][C:17]([NH:38][C:39]2[CH:54]=[CH:53][C:42]3[N:43]([CH2:51][CH3:52])[CH2:44][C:45]([OH:48])([CH2:49][OH:50])[CH2:46][O:47][C:41]=3[CH:40]=2)=[N:18][CH:19]=1. (4) Reactant: [CH3:1][C@H:2]([C@@:10]([OH:25])([C:17]1[CH:18]=[CH:19][C:20]([F:24])=[CH:21][C:22]=1[F:23])[CH2:11][N:12]1[N:16]=[CH:15][N:14]=[CH:13]1)[C:3]1[N:8]=[CH:7][N:6]=[CH:5][C:4]=1[F:9].[C@@:26]12([CH2:36][S:37]([OH:40])(=[O:39])=[O:38])[C:33]([CH3:35])([CH3:34])[CH:30]([CH2:31][CH2:32]1)[CH2:29][C:27]2=[O:28]. Product: [CH3:1][C@H:2]([C@@:10]([OH:25])([C:17]1[CH:18]=[CH:19][C:20]([F:24])=[CH:21][C:22]=1[F:23])[CH2:11][N:12]1[N:16]=[CH:15][N:14]=[CH:13]1)[C:3]1[N:8]=[CH:7][N:6]=[CH:5][C:4]=1[F:9].[C@@:26]12([CH2:36][S:37]([O-:40])(=[O:38])=[O:39])[C:33]([CH3:35])([CH3:34])[CH:30]([CH2:31][CH2:32]1)[CH2:29][C:27]2=[O:28]. The catalyst class is: 5. (5) Reactant: C(N(CC)[C:4](=[O:17])[C:5]1[CH:10]=[CH:9][CH:8]=[C:7]([O:11][CH2:12][O:13][CH3:14])[C:6]=1[CH:15]=[O:16])C.[C-]#N.[K+].C1OCCOCCOCCOCCOCCOC1.C[Si]([C:45]#[N:46])(C)C. Product: [CH3:14][O:13][CH2:12][O:11][C:7]1[CH:8]=[CH:9][CH:10]=[C:5]2[C:6]=1[CH:15]([C:45]#[N:46])[O:16][C:4]2=[O:17]. The catalyst class is: 410. (6) Reactant: [CH3:1][C@H:2]1[N:7]([CH3:8])[CH2:6][CH:5]([C:9]2[CH:14]=[CH:13][CH:12]=[CH:11][CH:10]=2)[N:4]([CH2:15][C:16]([O:18]C)=[O:17])[C:3]1=[O:20].[Li+:21].[OH-].Cl. Product: [CH3:1][C@H:2]1[N:7]([CH3:8])[CH2:6][CH:5]([C:9]2[CH:14]=[CH:13][CH:12]=[CH:11][CH:10]=2)[N:4]([CH2:15][C:16]([O-:18])=[O:17])[C:3]1=[O:20].[Li+:21]. The catalyst class is: 1. (7) Reactant: [CH2:1]([C:5]1(O)[CH2:30][N:9]2[C@H:10]([C:26](C)(C)C)[CH2:11][C:12]3[C:17]([CH:8]2[CH:7](CO[SiH3])[C:6]1=[O:34])=[C:16](OC)[C:15]([O:20][CH3:21])=[C:14]([O:22][CH3:23])[C:13]=3OC)[CH2:2][CH2:3][CH3:4].[F-].C([N+](CCCC)(CCCC)CCCC)CCC.[OH2:54]. Product: [CH2:1]([CH:5]1[CH2:30][N:9]2[C@H:10]([CH2:26][OH:54])[CH2:11][C:12]3[C:17]([CH:8]2[CH2:7][C:6]1=[O:34])=[CH:16][C:15]([O:20][CH3:21])=[C:14]([O:22][CH3:23])[CH:13]=3)[CH2:2][CH2:3][CH3:4]. The catalyst class is: 1. (8) Reactant: [C:1]([C:5]1[CH:6]=[CH:7][C:8]([CH3:17])=[C:9]([C:11]#[C:12][Si](C)(C)C)[CH:10]=1)([CH3:4])([CH3:3])[CH3:2].C(=O)([O-])[O-].[K+].[K+]. Product: [C:1]([C:5]1[CH:6]=[CH:7][C:8]([CH3:17])=[C:9]([C:11]#[CH:12])[CH:10]=1)([CH3:4])([CH3:3])[CH3:2]. The catalyst class is: 5. (9) Reactant: [Si:1]([O:18][CH2:19][C:20](=[CH2:23])[CH2:21]O)([C:14]([CH3:17])([CH3:16])[CH3:15])([C:8]1[CH:13]=[CH:12][CH:11]=[CH:10][CH:9]=1)[C:2]1[CH:7]=[CH:6][CH:5]=[CH:4][CH:3]=1.[Br-:24].[Br-].C1(P(C2C=CC=CC=2)C2C=CC=CC=2)C=CC=CC=1. Product: [Br:24][CH2:21][C:20](=[CH2:23])[CH2:19][O:18][Si:1]([C:14]([CH3:17])([CH3:16])[CH3:15])([C:8]1[CH:13]=[CH:12][CH:11]=[CH:10][CH:9]=1)[C:2]1[CH:7]=[CH:6][CH:5]=[CH:4][CH:3]=1. The catalyst class is: 2.